Regression. Given two drug SMILES strings and cell line genomic features, predict the synergy score measuring deviation from expected non-interaction effect. From a dataset of NCI-60 drug combinations with 297,098 pairs across 59 cell lines. (1) Drug 1: C1=CC(=CC=C1CCC2=CNC3=C2C(=O)NC(=N3)N)C(=O)NC(CCC(=O)O)C(=O)O. Drug 2: CCCS(=O)(=O)NC1=C(C(=C(C=C1)F)C(=O)C2=CNC3=C2C=C(C=N3)C4=CC=C(C=C4)Cl)F. Cell line: NCI-H322M. Synergy scores: CSS=23.7, Synergy_ZIP=14.5, Synergy_Bliss=15.5, Synergy_Loewe=0.417, Synergy_HSA=9.74. (2) Drug 1: C1=CC(=CC=C1CCC2=CNC3=C2C(=O)NC(=N3)N)C(=O)NC(CCC(=O)O)C(=O)O. Drug 2: CC1=C(C=C(C=C1)C(=O)NC2=CC(=CC(=C2)C(F)(F)F)N3C=C(N=C3)C)NC4=NC=CC(=N4)C5=CN=CC=C5. Cell line: SK-MEL-28. Synergy scores: CSS=24.9, Synergy_ZIP=3.75, Synergy_Bliss=11.0, Synergy_Loewe=4.31, Synergy_HSA=7.51. (3) Drug 1: CC1=C(C(CCC1)(C)C)C=CC(=CC=CC(=CC(=O)O)C)C. Drug 2: CC1=C2C(C(=O)C3(C(CC4C(C3C(C(C2(C)C)(CC1OC(=O)C(C(C5=CC=CC=C5)NC(=O)C6=CC=CC=C6)O)O)OC(=O)C7=CC=CC=C7)(CO4)OC(=O)C)O)C)OC(=O)C. Cell line: TK-10. Synergy scores: CSS=19.6, Synergy_ZIP=9.27, Synergy_Bliss=14.7, Synergy_Loewe=-4.44, Synergy_HSA=4.45. (4) Drug 1: CC1=CC=C(C=C1)C2=CC(=NN2C3=CC=C(C=C3)S(=O)(=O)N)C(F)(F)F. Drug 2: C1CN(P(=O)(OC1)NCCCl)CCCl. Cell line: HOP-92. Synergy scores: CSS=1.56, Synergy_ZIP=1.90, Synergy_Bliss=3.50, Synergy_Loewe=-0.484, Synergy_HSA=-0.413. (5) Drug 1: C1C(C(OC1N2C=NC(=NC2=O)N)CO)O. Drug 2: C(CCl)NC(=O)N(CCCl)N=O. Cell line: RPMI-8226. Synergy scores: CSS=44.4, Synergy_ZIP=-7.05, Synergy_Bliss=-4.41, Synergy_Loewe=3.23, Synergy_HSA=3.63.